From a dataset of Catalyst prediction with 721,799 reactions and 888 catalyst types from USPTO. Predict which catalyst facilitates the given reaction. (1) Reactant: [CH2:1]([N:3]([CH2:15][CH3:16])[S:4]([C:7]1[CH:12]=[CH:11][N:10]=[C:9]([NH:13][NH2:14])[CH:8]=1)(=[O:6])=[O:5])[CH3:2].C1N=CN([C:22](N2C=NC=C2)=[O:23])C=1. Product: [CH2:15]([N:3]([CH2:1][CH3:2])[S:4]([C:7]1[CH:12]=[CH:11][N:10]2[C:22](=[O:23])[NH:14][N:13]=[C:9]2[CH:8]=1)(=[O:6])=[O:5])[CH3:16]. The catalyst class is: 20. (2) Reactant: [CH2:1]([O:8][C:9]1[CH:14]=[CH:13][CH:12]=[C:11]([CH3:15])[C:10]=1[N+:16]([O-:18])=[O:17])[C:2]1[CH:7]=[CH:6][CH:5]=[CH:4][CH:3]=1.[N:19](OCCCC)=[O:20].CC(C)([O-])C.[K+].C(O)(=O)CC(CC(O)=O)(C(O)=O)O. Product: [CH2:1]([O:8][C:9]1[C:10]([N+:16]([O-:18])=[O:17])=[C:11]([CH:12]=[CH:13][CH:14]=1)[CH:15]=[N:19][OH:20])[C:2]1[CH:3]=[CH:4][CH:5]=[CH:6][CH:7]=1. The catalyst class is: 9.